From a dataset of Peptide-MHC class I binding affinity with 185,985 pairs from IEDB/IMGT. Regression. Given a peptide amino acid sequence and an MHC pseudo amino acid sequence, predict their binding affinity value. This is MHC class I binding data. The peptide sequence is RPKPDYSAM. The MHC is HLA-A03:01 with pseudo-sequence HLA-A03:01. The binding affinity (normalized) is 0.0847.